From a dataset of Peptide-MHC class I binding affinity with 185,985 pairs from IEDB/IMGT. Regression. Given a peptide amino acid sequence and an MHC pseudo amino acid sequence, predict their binding affinity value. This is MHC class I binding data. (1) The peptide sequence is RKPEDETHT. The MHC is Mamu-A01 with pseudo-sequence Mamu-A01. The binding affinity (normalized) is 0. (2) The peptide sequence is NSDPEFNVL. The MHC is HLA-B27:05 with pseudo-sequence HLA-B27:05. The binding affinity (normalized) is 0.0847. (3) The peptide sequence is STINICLPY. The MHC is HLA-A32:01 with pseudo-sequence HLA-A32:01. The binding affinity (normalized) is 0.681. (4) The peptide sequence is ALLAKRLGA. The MHC is HLA-A11:01 with pseudo-sequence HLA-A11:01. The binding affinity (normalized) is 0.0847. (5) The MHC is HLA-A03:01 with pseudo-sequence HLA-A03:01. The binding affinity (normalized) is 0.0847. The peptide sequence is IHDFVDKTL. (6) The peptide sequence is IVTFRERYSY. The MHC is HLA-A03:01 with pseudo-sequence HLA-A03:01. The binding affinity (normalized) is 0.432. (7) The peptide sequence is DSDGSFFLY. The MHC is HLA-A69:01 with pseudo-sequence HLA-A69:01. The binding affinity (normalized) is 0.0638. (8) The peptide sequence is AVDLSHFLK. The MHC is HLA-B57:01 with pseudo-sequence HLA-B57:01. The binding affinity (normalized) is 0.0197. (9) The peptide sequence is SENDRLRLL. The MHC is HLA-B53:01 with pseudo-sequence HLA-B53:01. The binding affinity (normalized) is 0.213. (10) The MHC is HLA-B07:02 with pseudo-sequence HLA-B07:02. The peptide sequence is MAAAAFPAL. The binding affinity (normalized) is 0.683.